The task is: Predict the reactants needed to synthesize the given product.. This data is from Full USPTO retrosynthesis dataset with 1.9M reactions from patents (1976-2016). Given the product [OH:20][CH2:17][CH2:18][CH2:19][C:2]1[CH:3]=[C:4]([CH:14]=[CH:15][CH:16]=1)[O:5][C:6]([CH3:13])([CH3:12])[C:7]([O:9][CH2:10][CH3:11])=[O:8], predict the reactants needed to synthesize it. The reactants are: Br[C:2]1[CH:3]=[C:4]([CH:14]=[CH:15][CH:16]=1)[O:5][C:6]([CH3:13])([CH3:12])[C:7]([O:9][CH2:10][CH3:11])=[O:8].[CH2:17]([OH:20])[C:18]#[CH:19].